This data is from Full USPTO retrosynthesis dataset with 1.9M reactions from patents (1976-2016). The task is: Predict the reactants needed to synthesize the given product. (1) Given the product [F:26][C:27]1[CH:45]=[C:44]([F:46])[CH:43]=[CH:42][C:28]=1[O:29][C:30]1[CH:31]=[CH:32][C:33]([N:36]([CH2:24][C:23]2[C:18]([F:17])=[N:19][CH:20]=[CH:21][CH:22]=2)[S:37]([CH2:40][CH3:41])(=[O:38])=[O:39])=[CH:34][CH:35]=1, predict the reactants needed to synthesize it. The reactants are: N(C(OC(C)(C)C)=O)=NC(OC(C)(C)C)=O.[F:17][C:18]1[C:23]([CH2:24]O)=[CH:22][CH:21]=[CH:20][N:19]=1.[F:26][C:27]1[CH:45]=[C:44]([F:46])[CH:43]=[CH:42][C:28]=1[O:29][C:30]1[CH:35]=[CH:34][C:33]([NH:36][S:37]([CH2:40][CH3:41])(=[O:39])=[O:38])=[CH:32][CH:31]=1.C1(P(C2C=CC=CC=2)C2C=CC=CC=2)C=CC=CC=1. (2) Given the product [Cl:1][C:2]1[CH:3]=[N:4][CH:5]=[C:6]([Cl:20])[C:7]=1[S:8][C:9]1[S:13][C:12]([C:14]([NH:26][CH2:25][CH2:24][C:23]2[CH:27]=[CH:28][CH:29]=[CH:30][C:22]=2[F:21])=[O:15])=[CH:11][C:10]=1[N+:17]([O-:19])=[O:18], predict the reactants needed to synthesize it. The reactants are: [Cl:1][C:2]1[CH:3]=[N:4][CH:5]=[C:6]([Cl:20])[C:7]=1[S:8][C:9]1[S:13][C:12]([C:14](Cl)=[O:15])=[CH:11][C:10]=1[N+:17]([O-:19])=[O:18].[F:21][C:22]1[CH:30]=[CH:29][CH:28]=[CH:27][C:23]=1[CH2:24][CH2:25][NH2:26]. (3) Given the product [F:1][C:2]1[CH:7]=[CH:6][CH:5]=[C:4]([F:8])[C:3]=1[C:9]1[N:14]=[C:13]([C:15]([NH:17][C:18]2[CH:19]=[N:20][CH:21]=[CH:22][C:23]=2[C@H:24]2[CH2:25][C:26](=[O:34])[C@:27]([CH2:32][CH3:33])([OH:31])[C@@H:28]([CH3:30])[CH2:29]2)=[O:16])[CH:12]=[CH:11][C:10]=1[F:35], predict the reactants needed to synthesize it. The reactants are: [F:1][C:2]1[CH:7]=[CH:6][CH:5]=[C:4]([F:8])[C:3]=1[C:9]1[N:14]=[C:13]([C:15]([NH:17][C:18]2[CH:19]=[N:20][CH:21]=[CH:22][C:23]=2[C@@H:24]2[CH2:29][C@H:28]([CH3:30])[C@@:27]([CH2:32][CH3:33])([OH:31])[C@H:26]([OH:34])[CH2:25]2)=[O:16])[CH:12]=[CH:11][C:10]=1[F:35].CC(OI1(OC(C)=O)(OC(C)=O)OC(=O)C2C=CC=CC1=2)=O.C([O-])(O)=O.[Na+].[O-]S([O-])(=S)=O.[Na+].[Na+]. (4) Given the product [CH2:13]([C:17]1[N:18]=[C:19]([CH3:47])[N:20]([CH2:39][C:40]2[CH:45]=[CH:44][C:43]([CH3:46])=[CH:42][CH:41]=2)[C:21](=[O:38])[C:22]=1[CH2:23][C:24]1[CH:29]=[CH:28][C:27]([C:30]2[CH:35]=[CH:34][CH:33]=[CH:32][C:31]=2[C:36]2[NH:3][C:4](=[O:7])[O:5][N:37]=2)=[CH:26][CH:25]=1)[CH2:14][CH2:15][CH3:16], predict the reactants needed to synthesize it. The reactants are: [Cl-].O[NH3+:3].[C:4](=[O:7])([O-])[OH:5].[Na+].CS(C)=O.[CH2:13]([C:17]1[N:18]=[C:19]([CH3:47])[N:20]([CH2:39][C:40]2[CH:45]=[CH:44][C:43]([CH3:46])=[CH:42][CH:41]=2)[C:21](=[O:38])[C:22]=1[CH2:23][C:24]1[CH:29]=[CH:28][C:27]([C:30]2[C:31]([C:36]#[N:37])=[CH:32][CH:33]=[CH:34][CH:35]=2)=[CH:26][CH:25]=1)[CH2:14][CH2:15][CH3:16]. (5) Given the product [OH:1][C:2]1[C:3]2[O:15][N:14]=[C:13]([C:16]3[CH:17]=[CH:18][CH:19]=[CH:20][CH:21]=3)[C:4]=2[CH:5]=[N:6][C:7]=1[C:8]([NH:22][CH2:23][C:24]([OH:26])=[O:25])=[O:10], predict the reactants needed to synthesize it. The reactants are: [OH:1][C:2]1[C:3]2[O:15][N:14]=[C:13]([C:16]3[CH:21]=[CH:20][CH:19]=[CH:18][CH:17]=3)[C:4]=2[CH:5]=[N:6][C:7]=1[C:8]([O:10]CC)=O.[NH2:22][CH2:23][C:24]([OH:26])=[O:25].[O-]CC.[Na+].Cl. (6) Given the product [CH3:14][O:13][C:10]1[CH:9]=[CH:8][C:7]([C:5]2[NH:4][C:3]3[C:15]([OH:17])=[N:21][CH:20]=[N:1][C:2]=3[CH:6]=2)=[CH:12][CH:11]=1, predict the reactants needed to synthesize it. The reactants are: [NH2:1][C:2]1[CH:6]=[C:5]([C:7]2[CH:12]=[CH:11][C:10]([O:13][CH3:14])=[CH:9][CH:8]=2)[NH:4][C:3]=1[C:15]([O:17]CC)=O.[CH:20](N)=[NH:21]. (7) Given the product [NH:27]1[CH2:28][CH2:29][CH2:30][CH:25]([C:22]2[CH:23]=[CH:24][C:19]3[O:18][CH2:17][C:10]4([C:11]5[C:16](=[CH:15][CH:14]=[CH:13][CH:12]=5)[NH:8][C:9]4=[O:31])[C:20]=3[CH:21]=2)[CH2:26]1, predict the reactants needed to synthesize it. The reactants are: C1(C(C2C=CC=CC=2)[N:8]2[C:16]3[C:11](=[CH:12][CH:13]=[CH:14][CH:15]=3)[C:10]3([C:20]4[CH:21]=[C:22]([C:25]5[CH:26]=[N:27][CH:28]=[CH:29][CH:30]=5)[CH:23]=[CH:24][C:19]=4[O:18][CH2:17]3)[C:9]2=[O:31])C=CC=CC=1.C1(C(C2C=CC=CC=2)N2C3C(=CC(C)=CC=3)C3(C4=CC5OCOC=5C=C4OC3)C2=O)C=CC=CC=1.